Dataset: Reaction yield outcomes from USPTO patents with 853,638 reactions. Task: Predict the reaction yield, written as a fraction of the theoretical maximum amount of product (1.0 means a 100% yield; for example, 0.34 means a 34% yield). (1) The reactants are COC1C=C[C:6]([CH2:7][NH:8][C:9]2[N:14]=CN=[C:11]([O:15][C:16]3[CH:21]=[CH:20][C:19]([NH:22][C:23]([NH:25][C:26](=[O:35])[CH2:27][C:28]4[CH:33]=[CH:32][C:31]([F:34])=[CH:30][CH:29]=4)=[O:24])=[CH:18][C:17]=3[F:36])[CH:10]=2)=CC=1.NC1C=CC(OC2C=CN=C(N)C=2)=C(F)C=1. The catalyst is C(Cl)Cl. The product is [NH2:14][C:9]1[CH:10]=[C:11]([O:15][C:16]2[CH:21]=[CH:20][C:19]([NH:22][C:23]([NH:25][C:26](=[O:35])[CH2:27][C:28]3[CH:29]=[CH:30][C:31]([F:34])=[CH:32][CH:33]=3)=[O:24])=[CH:18][C:17]=2[F:36])[CH:6]=[CH:7][N:8]=1. The yield is 0.640. (2) The reactants are [CH3:1][O:2][C:3]1[CH:4]=[CH:5][C:6]([N+:12]([O-])=O)=[C:7]([CH:11]=1)[C:8]([NH2:10])=[O:9]. The catalyst is CO.[C].[Pd]. The product is [NH2:12][C:6]1[CH:5]=[CH:4][C:3]([O:2][CH3:1])=[CH:11][C:7]=1[C:8]([NH2:10])=[O:9]. The yield is 0.990. (3) The reactants are [CH3:1][C:2]1[C:6]2[C:7](=[O:19])[N:8]([CH2:11][CH2:12][N:13]3[CH2:18][CH2:17][CH2:16][CH2:15][CH2:14]3)[CH2:9][CH2:10][C:5]=2[NH:4][C:3]=1[CH:20]=O.[CH3:22][C:23]1[CH:31]=[CH:30][CH:29]=[C:28]2[C:24]=1[CH2:25][C:26](=[O:32])[NH:27]2. No catalyst specified. The product is [CH3:1][C:2]1[C:6]2[C:7](=[O:19])[N:8]([CH2:11][CH2:12][N:13]3[CH2:14][CH2:15][CH2:16][CH2:17][CH2:18]3)[CH2:9][CH2:10][C:5]=2[NH:4][C:3]=1[CH:20]=[C:25]1[C:24]2[C:28](=[CH:29][CH:30]=[CH:31][C:23]=2[CH3:22])[NH:27][C:26]1=[O:32]. The yield is 0.759. (4) The reactants are [F:1][C:2]([F:20])([F:19])[C:3](=O)[CH2:4][C:5]([C:7]1[CH:17]=[CH:16][C:10]2[O:11][CH2:12][C:13](=[O:15])[NH:14][C:9]=2[CH:8]=1)=O.Cl.[Br:22][C:23]1[CH:28]=[CH:27][CH:26]=[CH:25][C:24]=1[NH:29][NH2:30]. No catalyst specified. The product is [Br:22][C:23]1[CH:28]=[CH:27][CH:26]=[CH:25][C:24]=1[N:29]1[C:5]([C:7]2[CH:17]=[CH:16][C:10]3[O:11][CH2:12][C:13](=[O:15])[NH:14][C:9]=3[CH:8]=2)=[CH:4][C:3]([C:2]([F:20])([F:19])[F:1])=[N:30]1. The yield is 0.830. (5) The reactants are Cl[C:2]1[C:7]([C:8]([O:10][CH3:11])=[O:9])=[CH:6][CH:5]=[C:4]([O:12][CH3:13])[N:3]=1.[CH3:14][CH:15]([N:17]1[C:21](B2OC(C)(C)C(C)(C)O2)=[CH:20][CH:19]=[N:18]1)[CH3:16].C1(C)C=CC=CC=1.C(=O)([O-])[O-].[Na+].[Na+]. The catalyst is C(O)C. The product is [CH3:13][O:12][C:4]1[N:3]=[C:2]([C:21]2[N:17]([CH:15]([CH3:16])[CH3:14])[N:18]=[CH:19][CH:20]=2)[C:7]([C:8]([O:10][CH3:11])=[O:9])=[CH:6][CH:5]=1. The yield is 0.850. (6) The reactants are CC(C[AlH]CC(C)C)C.[O:10]([C:17]1[CH:18]=[C:19]([CH:32]=[CH:33][CH:34]=1)[CH2:20][O:21][C:22]12[CH2:28][C:25]([CH2:29][C:30]#N)([CH2:26][CH2:27]1)[CH2:24][CH2:23]2)[C:11]1[CH:16]=[CH:15][CH:14]=[CH:13][CH:12]=1.CC[O:37]C(C)=O.CCCCCC. The catalyst is C(Cl)Cl. The product is [O:10]([C:17]1[CH:18]=[C:19]([CH:32]=[CH:33][CH:34]=1)[CH2:20][O:21][C:22]12[CH2:28][C:25]([CH2:29][CH:30]=[O:37])([CH2:26][CH2:27]1)[CH2:24][CH2:23]2)[C:11]1[CH:16]=[CH:15][CH:14]=[CH:13][CH:12]=1. The yield is 0.750. (7) The reactants are [F:1][C:2]([F:7])([F:6])[C:3]([OH:5])=[O:4].FC(F)(F)C(O)=O.[NH2:15][CH2:16][C:17]([NH:19][C:20]1[CH:21]=[CH:22][C:23]2[NH:24][C:25]3[N:41]=[C:29]([NH:30][C:31]4[CH:32]=[CH:33][CH:34]=[C:35]([CH:40]=4)[CH2:36][CH2:37][C:38]=1[CH:39]=2)[N:28]=[CH:27][C:26]=3[Cl:42])=[O:18].[C:43]1([N:49]=[C:50]=[O:51])[CH:48]=[CH:47][CH:46]=[CH:45][CH:44]=1. No catalyst specified. The product is [F:1][C:2]([F:7])([F:6])[C:3]([OH:5])=[O:4].[NH:49]([C:50]([NH:15][CH2:16][C:17]([NH:19][C:20]1[CH:21]=[CH:22][C:23]2[NH:24][C:25]3[N:41]=[C:29]([NH:30][C:31]4[CH:32]=[CH:33][CH:34]=[C:35]([CH:40]=4)[CH2:36][CH2:37][C:38]=1[CH:39]=2)[N:28]=[CH:27][C:26]=3[Cl:42])=[O:18])=[O:51])[C:43]1[CH:48]=[CH:47][CH:46]=[CH:45][CH:44]=1. The yield is 0.380. (8) The reactants are [C:1]([CH:5]1[CH2:13][C:12]2[C:7](=[CH:8][CH:9]=[C:10]([NH:14][C:15]([C:17]3([C:20]4[CH:30]=[CH:29][C:23]5[O:24][C:25]([F:28])([F:27])[O:26][C:22]=5[CH:21]=4)[CH2:19][CH2:18]3)=[O:16])[CH:11]=2)[N:6]1[CH2:31][CH2:32]Cl)([CH3:4])([CH3:3])[CH3:2].[C-:34]#[N:35].[Na+].O. The catalyst is CCO. The product is [C:1]([CH:5]1[CH2:13][C:12]2[C:7](=[CH:8][CH:9]=[C:10]([NH:14][C:15]([C:17]3([C:20]4[CH:30]=[CH:29][C:23]5[O:24][C:25]([F:28])([F:27])[O:26][C:22]=5[CH:21]=4)[CH2:19][CH2:18]3)=[O:16])[CH:11]=2)[N:6]1[CH2:31][CH2:32][C:34]#[N:35])([CH3:4])([CH3:3])[CH3:2]. The yield is 0.480. (9) The reactants are [CH2:1]([O:8][C:9]1[CH:14]=[CH:13][C:12]([N:15]2[C:23]3[C:18](=[CH:19][CH:20]=[CH:21][CH:22]=3)[C:17]([CH:24]=O)=[C:16]2[CH3:26])=[CH:11][C:10]=1[F:27])[C:2]1[CH:7]=[CH:6][CH:5]=[CH:4][CH:3]=1.Cl.[NH2:29][OH:30].CO. The catalyst is N1C=CC=CC=1. The product is [CH2:1]([O:8][C:9]1[CH:14]=[CH:13][C:12]([N:15]2[C:23]3[C:18](=[CH:19][CH:20]=[CH:21][CH:22]=3)[C:17]([CH:24]=[N:29][OH:30])=[C:16]2[CH3:26])=[CH:11][C:10]=1[F:27])[C:2]1[CH:7]=[CH:6][CH:5]=[CH:4][CH:3]=1. The yield is 0.830.